Dataset: Forward reaction prediction with 1.9M reactions from USPTO patents (1976-2016). Task: Predict the product of the given reaction. (1) Given the reactants [O:1]=[C:2]1[CH2:11][CH2:10][CH2:9][C:8]2[CH:7]=[C:6]([C:12]#[N:13])[CH:5]=[CH:4][C:3]1=2.C(C1C=C(C)C=C(C(C)(C)C)N=1)(C)(C)C.[F:29][C:30]([F:43])([F:42])[S:31](O[S:31]([C:30]([F:43])([F:42])[F:29])(=[O:33])=[O:32])(=[O:33])=[O:32].CCCCCCC, predict the reaction product. The product is: [F:29][C:30]([F:43])([F:42])[S:31]([O:1][C:2]1[C:3]2[C:8](=[CH:7][C:6]([C:12]#[N:13])=[CH:5][CH:4]=2)[CH2:9][CH2:10][CH:11]=1)(=[O:33])=[O:32]. (2) Given the reactants Cl[C:2]1[N:11]=[CH:10][C:9]2[C:4](=[CH:5][CH:6]=[C:7]([C:12]3[CH:13]=[C:14]([CH:21]=[CH:22][C:23]=3[CH3:24])[C:15]([NH:17][CH:18]3[CH2:20][CH2:19]3)=[O:16])[CH:8]=2)[N:3]=1.[O:25]([C:30]([NH:32][CH:33]1[CH2:37][CH2:36][NH:35][CH2:34]1)=[O:31])[C:26]([CH3:29])([CH3:28])[CH3:27].C(N(C(C)C)CC)(C)C, predict the reaction product. The product is: [CH:18]1([NH:17][C:15]([C:14]2[CH:21]=[CH:22][C:23]([CH3:24])=[C:12]([C:7]3[CH:8]=[C:9]4[C:4](=[CH:5][CH:6]=3)[N:3]=[C:2]([N:35]3[CH2:36][CH2:37][CH:33]([NH:32][C:30](=[O:31])[O:25][C:26]([CH3:28])([CH3:27])[CH3:29])[CH2:34]3)[N:11]=[CH:10]4)[CH:13]=2)=[O:16])[CH2:20][CH2:19]1. (3) Given the reactants [NH:1](C(OCC1C=CC=CC=1)=O)[C@H:2]([C:13]([NH:15][C:16]1[CH:21]=[CH:20][CH:19]=[CH:18][CH:17]=1)=[O:14])[CH2:3][C:4]1[C:12]2[C:7](=[CH:8][CH:9]=[CH:10][CH:11]=2)[NH:6][CH:5]=1, predict the reaction product. The product is: [NH2:1][C@H:2]([C:13]([NH:15][C:16]1[CH:21]=[CH:20][CH:19]=[CH:18][CH:17]=1)=[O:14])[CH2:3][C:4]1[C:12]2[C:7](=[CH:8][CH:9]=[CH:10][CH:11]=2)[NH:6][CH:5]=1. (4) Given the reactants [ClH:1].[CH2:2]([O:9][C:10]1[CH:11]=[C:12]([C:16]2([F:22])[CH2:21][CH2:20][NH:19][CH2:18][CH2:17]2)[CH:13]=[CH:14][CH:15]=1)[C:3]1[CH:8]=[CH:7][CH:6]=[CH:5][CH:4]=1.Br[CH2:24][CH2:25][CH2:26][C:27]1[CH:32]=[CH:31][CH:30]=[CH:29][CH:28]=1.Cl, predict the reaction product. The product is: [ClH:1].[CH2:2]([O:9][C:10]1[CH:11]=[C:12]([C:16]2([F:22])[CH2:17][CH2:18][N:19]([CH2:24][CH2:25][CH2:26][C:27]3[CH:32]=[CH:31][CH:30]=[CH:29][CH:28]=3)[CH2:20][CH2:21]2)[CH:13]=[CH:14][CH:15]=1)[C:3]1[CH:4]=[CH:5][CH:6]=[CH:7][CH:8]=1. (5) Given the reactants [C:1]1(=[O:11])[NH:5][C:4](=[O:6])[C:3]2=[CH:7][CH:8]=[CH:9][CH:10]=[C:2]12.[K].[Br:13][CH2:14][CH2:15][CH2:16][CH2:17][CH2:18][CH2:19]Br, predict the reaction product. The product is: [Br:13][CH2:14][CH2:15][CH2:16][CH2:17][CH2:18][CH2:19][N:5]1[C:1](=[O:11])[C:2]2=[CH:10][CH:9]=[CH:8][CH:7]=[C:3]2[C:4]1=[O:6]. (6) Given the reactants [CH3:1][O:2][C:3]1[CH:10]=[CH:9][C:8]([O:11][C:12]([F:15])([F:14])[F:13])=[CH:7][C:4]=1[CH:5]=[O:6].[OH-:16].[K+].OO.Cl, predict the reaction product. The product is: [CH3:1][O:2][C:3]1[CH:10]=[CH:9][C:8]([O:11][C:12]([F:13])([F:14])[F:15])=[CH:7][C:4]=1[C:5]([OH:16])=[O:6]. (7) Given the reactants C=O.[C:3](O)(=O)C.[C:7]([O:15][CH2:16][CH3:17])(=[O:14])[CH2:8][C:9]([O:11][CH2:12][CH3:13])=[O:10].[C:18]([SH:22])([CH3:21])([CH3:20])[CH3:19].C(N(CC)CC)C, predict the reaction product. The product is: [C:18]([S:22][CH2:3][CH:8]([C:9]([O:11][CH2:12][CH3:13])=[O:10])[C:7]([O:15][CH2:16][CH3:17])=[O:14])([CH3:21])([CH3:20])[CH3:19].